This data is from Catalyst prediction with 721,799 reactions and 888 catalyst types from USPTO. The task is: Predict which catalyst facilitates the given reaction. (1) Reactant: C[O:2][C:3](=[O:12])[C:4]1[CH:9]=[CH:8][CH:7]=[C:6]([CH2:10]Br)[CH:5]=1.[C:13](=O)([O-])[O-:14].[K+].[K+]. Product: [CH3:13][O:14][CH2:10][C:6]1[CH:5]=[C:4]([CH:9]=[CH:8][CH:7]=1)[C:3]([OH:2])=[O:12]. The catalyst class is: 111. (2) Reactant: [Li+].[OH-].C(OC([C:8]1[C:13]([Cl:14])=[CH:12][C:11](=[O:15])[N:10]([CH3:16])[C:9]=1[NH:17][CH3:18])=O)C.Cl. Product: [Cl:14][C:13]1[CH:8]=[C:9]([NH:17][CH3:18])[N:10]([CH3:16])[C:11](=[O:15])[CH:12]=1. The catalyst class is: 92. (3) Reactant: [CH3:1][C:2]1[CH:3]=[N:4][NH:5][CH:6]=1.[C:7](O[C:7]([O:9][C:10]([CH3:13])([CH3:12])[CH3:11])=[O:8])([O:9][C:10]([CH3:13])([CH3:12])[CH3:11])=[O:8]. Product: [C:10]([O:9][C:7]([N:4]1[CH:3]=[C:2]([CH3:1])[CH:6]=[N:5]1)=[O:8])([CH3:13])([CH3:12])[CH3:11]. The catalyst class is: 649. (4) Reactant: C(N(CC)CC)C.[C:8](Cl)(=[O:11])[CH:9]=[CH2:10].[CH2:13]1[C:21]2[C:16](=[CH:17][CH:18]=[CH:19][CH:20]=2)[CH2:15][CH:14]1[NH:22][C:23]1[N:24]=[CH:25][C:26]2[CH2:32][NH:31][CH2:30][CH2:29][C:27]=2[N:28]=1. Product: [CH2:13]1[C:21]2[C:16](=[CH:17][CH:18]=[CH:19][CH:20]=2)[CH2:15][CH:14]1[NH:22][C:23]1[N:24]=[CH:25][C:26]2[CH2:32][N:31]([C:8](=[O:11])[CH:9]=[CH2:10])[CH2:30][CH2:29][C:27]=2[N:28]=1. The catalyst class is: 4. (5) Reactant: [S:1]1[C:5]2[S:6][CH2:7][CH2:8][C:9](=[O:10])[C:4]=2[CH:3]=[CH:2]1.[Br:11]Br.C([O-])(=O)C.[Na+]. The catalyst class is: 15. Product: [Br:11][C:2]1[S:1][C:5]2[S:6][CH2:7][CH2:8][C:9](=[O:10])[C:4]=2[CH:3]=1. (6) Reactant: [CH2:1]([N:3]1[C:7]2=[N:8][C:9]([CH:26]=[O:27])=[C:10]([CH2:19][CH2:20][C:21]([O:23][CH2:24][CH3:25])=[O:22])[C:11]([C:12]3[CH:13]=[N:14][CH:15]=[C:16]([CH3:18])[CH:17]=3)=[C:6]2[CH:5]=[N:4]1)[CH3:2].[CH3:28][Mg]Br. Product: [CH2:1]([N:3]1[C:7]2=[N:8][C:9]([CH:26]([OH:27])[CH3:28])=[C:10]([CH2:19][CH2:20][C:21]([O:23][CH2:24][CH3:25])=[O:22])[C:11]([C:12]3[CH:13]=[N:14][CH:15]=[C:16]([CH3:18])[CH:17]=3)=[C:6]2[CH:5]=[N:4]1)[CH3:2]. The catalyst class is: 683. (7) Reactant: Cl.NO.[OH:4][C:5]1[CH:6]=[N:7][C:8]([N:11]2[CH2:16][CH2:15][N:14]([C:17]#[N:18])[CH2:13][C@H:12]2[CH3:19])=[N:9][CH:10]=1.C(=O)([O-])[O-].[Na+].[Na+].[N:26]1C=CC=CC=1.[F:32][CH:33]([F:42])[C:34](O[C:34](=[O:35])[CH:33]([F:42])[F:32])=[O:35]. Product: [F:32][CH:33]([F:42])[C:34]1[O:35][N:26]=[C:17]([N:14]2[CH2:15][CH2:16][N:11]([C:8]3[N:9]=[CH:10][C:5]([OH:4])=[CH:6][N:7]=3)[C@H:12]([CH3:19])[CH2:13]2)[N:18]=1. The catalyst class is: 575. (8) Reactant: [CH2:1]([O:3][C:4]([C@H:6]1[CH2:8][C@@H:7]1[C@:9]([NH2:16])([CH3:15])[C:10]([F:14])([F:13])[CH2:11][OH:12])=[O:5])[CH3:2].[N:17]#[C:18]Br.C(#N)C. Product: [CH2:1]([O:3][C:4]([C@H:6]1[CH2:8][C@@H:7]1[C@:9]1([CH3:15])[C:10]([F:14])([F:13])[CH2:11][O:12][C:18]([NH2:17])=[N:16]1)=[O:5])[CH3:2]. The catalyst class is: 8.